Predict the reactants needed to synthesize the given product. From a dataset of Retrosynthesis with 50K atom-mapped reactions and 10 reaction types from USPTO. (1) Given the product Cc1ccc2cccc(OCc3c(Cl)cccc3Cl)c2n1, predict the reactants needed to synthesize it. The reactants are: Cc1ccc2cccc(O)c2n1.Clc1cccc(Cl)c1CBr. (2) Given the product COc1nccc(N[C@H]2CC[C@@H](c3ccccc3)CC2)c1Br, predict the reactants needed to synthesize it. The reactants are: CN(C)C=O.Clc1nccc(N[C@H]2CC[C@@H](c3ccccc3)CC2)c1Br. (3) Given the product COc1ccc(C(O)C(C)C)cc1-c1ccc(F)cc1, predict the reactants needed to synthesize it. The reactants are: CC(C)[Mg+].COc1ccc(C=O)cc1-c1ccc(F)cc1. (4) Given the product O=C1NC(c2ccccc2)C(C(=O)NCCO[N+](=O)[O-])O1, predict the reactants needed to synthesize it. The reactants are: NCCO[N+](=O)[O-].O=C1NC(c2ccccc2)C(C(=O)O)O1. (5) Given the product CC(C)(C)OC(=O)NCCCn1c(=O)oc(=O)c2ccccc21, predict the reactants needed to synthesize it. The reactants are: CC(C)(C)OC(=O)NCCCBr.O=c1[nH]c2ccccc2c(=O)o1. (6) Given the product CCC(=C(c1ccc(O)cc1)c1ccc(OCCN2CCCCC2)cc1)c1ccc2oc(Cl)cc2c1, predict the reactants needed to synthesize it. The reactants are: C1CCNCC1.CCC(=C(c1ccc(O)cc1)c1ccc(OCCCl)cc1)c1ccc2oc(Cl)cc2c1. (7) Given the product CCCC[C@H]1CC[C@H](C(=O)Oc2ccc(Br)cc2)CC1, predict the reactants needed to synthesize it. The reactants are: CCCC[C@H]1CC[C@H](C(=O)O)CC1.Oc1ccc(Br)cc1. (8) Given the product CCOC(=O)c1ccc2c(c1)CC(C)(C)C(c1cccc(NC(=O)N3CCOCC3)c1)N2, predict the reactants needed to synthesize it. The reactants are: CCOC(=O)c1ccc2c(c1)CC(C)(C)C(c1cccc(N)c1)N2.O=C(Cl)N1CCOCC1. (9) Given the product CC1(C)Cc2cc3n(c2C1)CCNC3=O, predict the reactants needed to synthesize it. The reactants are: CC1(C)Cc2cc(C(=O)O)n(CCN)c2C1.